Dataset: Forward reaction prediction with 1.9M reactions from USPTO patents (1976-2016). Task: Predict the product of the given reaction. The product is: [CH3:15][C:3]1[CH:4]=[C:5]([O:6][CH:7]2[CH2:12][CH2:11][CH2:10][CH2:9][O:8]2)[CH:13]=[CH:14][C:2]=1[C:22]1[CH:21]=[CH:20][CH:19]=[C:18]([CH:16]=[O:17])[CH:23]=1. Given the reactants Br[C:2]1[CH:14]=[CH:13][C:5]([O:6][CH:7]2[CH2:12][CH2:11][CH2:10][CH2:9][O:8]2)=[CH:4][C:3]=1[CH3:15].[CH:16]([C:18]1[CH:19]=[C:20](B(O)O)[CH:21]=[CH:22][CH:23]=1)=[O:17].O.C(OCC)(=O)C, predict the reaction product.